This data is from Forward reaction prediction with 1.9M reactions from USPTO patents (1976-2016). The task is: Predict the product of the given reaction. (1) Given the reactants [CH2:1]([N:8]([CH3:12])[CH2:9][CH2:10][OH:11])[C:2]1[CH:7]=[CH:6][CH:5]=[CH:4][CH:3]=1.[H-].[Na+].[Br:15][C:16]1[CH:21]=[CH:20][C:19]([N+:22]([O-:24])=[O:23])=[C:18](F)[CH:17]=1, predict the reaction product. The product is: [CH2:1]([N:8]([CH2:9][CH2:10][O:11][C:20]1[CH:21]=[C:16]([Br:15])[CH:17]=[CH:18][C:19]=1[N+:22]([O-:24])=[O:23])[CH3:12])[C:2]1[CH:7]=[CH:6][CH:5]=[CH:4][CH:3]=1. (2) Given the reactants [F:1][C:2]1[CH:3]=[C:4]([OH:9])[CH:5]=[CH:6][C:7]=1[F:8].C(=O)([O-])[O-].[K+].[K+].Cl[C:17]1([C:40]([O:42][CH2:43][CH3:44])=[O:41])[CH2:22][CH2:21][CH2:20][N:19]2[C:23]([C:26]3[CH:31]=[CH:30][C:29]([N:32]4[CH:36]=[C:35]([CH3:37])[N:34]=[CH:33]4)=[C:28]([O:38][CH3:39])[N:27]=3)=[N:24][N:25]=[C:18]12, predict the reaction product. The product is: [F:1][C:2]1[CH:3]=[C:4]([CH:5]=[CH:6][C:7]=1[F:8])[O:9][C:17]1([C:40]([O:42][CH2:43][CH3:44])=[O:41])[CH2:22][CH2:21][CH2:20][N:19]2[C:23]([C:26]3[CH:31]=[CH:30][C:29]([N:32]4[CH:36]=[C:35]([CH3:37])[N:34]=[CH:33]4)=[C:28]([O:38][CH3:39])[N:27]=3)=[N:24][N:25]=[C:18]12. (3) Given the reactants [CH:1]1([C:4]2[NH:8][N:7]=[C:6]([NH2:9])[CH:5]=2)[CH2:3][CH2:2]1.[Cl:10][C:11]1[N:16]=[C:15](Cl)[CH:14]=[C:13]([C:18]([F:21])([F:20])[F:19])[N:12]=1.CCN(C(C)C)C(C)C, predict the reaction product. The product is: [Cl:10][C:11]1[N:16]=[C:15]([NH:9][C:6]2[CH:5]=[C:4]([CH:1]3[CH2:3][CH2:2]3)[NH:8][N:7]=2)[CH:14]=[C:13]([C:18]([F:21])([F:19])[F:20])[N:12]=1.